This data is from NCI-60 drug combinations with 297,098 pairs across 59 cell lines. The task is: Regression. Given two drug SMILES strings and cell line genomic features, predict the synergy score measuring deviation from expected non-interaction effect. (1) Drug 1: CC1=CC2C(CCC3(C2CCC3(C(=O)C)OC(=O)C)C)C4(C1=CC(=O)CC4)C. Drug 2: C1C(C(OC1N2C=NC(=NC2=O)N)CO)O. Cell line: EKVX. Synergy scores: CSS=0.719, Synergy_ZIP=-2.23, Synergy_Bliss=-3.72, Synergy_Loewe=-4.30, Synergy_HSA=-3.93. (2) Drug 1: C1CN1C2=NC(=NC(=N2)N3CC3)N4CC4. Drug 2: CC(CN1CC(=O)NC(=O)C1)N2CC(=O)NC(=O)C2. Cell line: OVCAR-4. Synergy scores: CSS=8.89, Synergy_ZIP=-4.50, Synergy_Bliss=-1.91, Synergy_Loewe=-1.69, Synergy_HSA=-1.03. (3) Drug 1: CCCCCOC(=O)NC1=NC(=O)N(C=C1F)C2C(C(C(O2)C)O)O. Drug 2: CC=C1C(=O)NC(C(=O)OC2CC(=O)NC(C(=O)NC(CSSCCC=C2)C(=O)N1)C(C)C)C(C)C. Cell line: SK-MEL-5. Synergy scores: CSS=62.3, Synergy_ZIP=-4.34, Synergy_Bliss=-6.53, Synergy_Loewe=-43.6, Synergy_HSA=-3.33. (4) Drug 1: CC1=C(C(=CC=C1)Cl)NC(=O)C2=CN=C(S2)NC3=CC(=NC(=N3)C)N4CCN(CC4)CCO. Drug 2: C1CN(P(=O)(OC1)NCCCl)CCCl. Cell line: SF-268. Synergy scores: CSS=10.6, Synergy_ZIP=-1.83, Synergy_Bliss=1.51, Synergy_Loewe=-51.4, Synergy_HSA=0.969. (5) Drug 1: CN(C)C1=NC(=NC(=N1)N(C)C)N(C)C. Drug 2: CC12CCC3C(C1CCC2OP(=O)(O)O)CCC4=C3C=CC(=C4)OC(=O)N(CCCl)CCCl.[Na+]. Cell line: K-562. Synergy scores: CSS=-8.71, Synergy_ZIP=1.02, Synergy_Bliss=-10.3, Synergy_Loewe=-16.5, Synergy_HSA=-14.4.